Dataset: Full USPTO retrosynthesis dataset with 1.9M reactions from patents (1976-2016). Task: Predict the reactants needed to synthesize the given product. (1) Given the product [C:26]([O:25][C:23](=[O:24])[NH:14][CH2:13][C:8]1([C:4]2[CH:3]=[C:2]([CH3:15])[CH:7]=[CH:6][CH:5]=2)[CH2:12][CH:11]=[CH:10][CH2:9]1)([CH3:29])([CH3:28])[CH3:27], predict the reactants needed to synthesize it. The reactants are: Cl.[C:2]1([CH3:15])[CH:7]=[CH:6][CH:5]=[C:4]([C:8]2([CH2:13][NH2:14])[CH2:12][CH:11]=[CH:10][CH2:9]2)[CH:3]=1.C(N(CC)CC)C.[C:23](O[C:23]([O:25][C:26]([CH3:29])([CH3:28])[CH3:27])=[O:24])([O:25][C:26]([CH3:29])([CH3:28])[CH3:27])=[O:24]. (2) Given the product [C:14]12([C:24]3[CH:25]=[C:26]([C:33]4[CH:40]=[CH:39][C:36]([CH:37]=[C:45]5[S:41][C:42](=[O:47])[NH:43][C:44]5=[O:46])=[CH:35][CH:34]=4)[CH:27]=[C:28]4[O:32][CH2:31][O:30][C:29]=34)[CH2:23][CH:18]3[CH2:17][CH:16]([CH2:22][CH:20]([CH2:19]3)[CH2:21]1)[CH2:15]2, predict the reactants needed to synthesize it. The reactants are: C1(C)C=CC=CC=1.N1CCCCC1.[C:14]12([C:24]3[CH:25]=[C:26]([C:33]4[CH:40]=[CH:39][C:36]([CH:37]=O)=[CH:35][CH:34]=4)[CH:27]=[C:28]4[O:32][CH2:31][O:30][C:29]=34)[CH2:23][CH:18]3[CH2:19][CH:20]([CH2:22][CH:16]([CH2:17]3)[CH2:15]1)[CH2:21]2.[S:41]1[CH2:45][C:44](=[O:46])[NH:43][C:42]1=[O:47]. (3) The reactants are: [CH3:1][N:2]1[CH:6]=[CH:5][N:4]=[C:3]1[C:7]1[CH:12]=[CH:11][C:10]([C:13](=[O:15])[CH3:14])=[CH:9][CH:8]=1.[BrH:16].BrBr. Given the product [BrH:16].[Br:16][CH2:14][C:13]([C:10]1[CH:11]=[CH:12][C:7]([C:3]2[N:2]([CH3:1])[CH:6]=[CH:5][N:4]=2)=[CH:8][CH:9]=1)=[O:15], predict the reactants needed to synthesize it. (4) Given the product [OH:1][CH:2]1[CH2:7][CH2:6][N:5]([C:11](=[O:12])[CH2:10][C:9](=[O:13])[CH3:8])[CH2:4][CH2:3]1, predict the reactants needed to synthesize it. The reactants are: [OH:1][CH:2]1[CH2:7][CH2:6][NH:5][CH2:4][CH2:3]1.[CH2:8]=[C:9]1[O:13][C:11](=[O:12])[CH2:10]1. (5) Given the product [CH3:37][N:38]([CH3:33])[CH2:39][CH2:2][C:1]([N:5]1[CH2:10][CH2:9][C:8]2[N:11]3[N:14]=[C:15]([C:20]4[CH:21]=[CH:22][C:23]([O:26][C:27]5[CH:32]=[CH:31][CH:30]=[CH:29][CH:28]=5)=[CH:24][CH:25]=4)[C:16]([C:17]([NH2:19])=[O:18])=[C:12]3[NH:13][C:7]=2[CH2:6]1)=[O:4], predict the reactants needed to synthesize it. The reactants are: [C:1]([N:5]1[CH2:10][CH2:9][C:8]2[NH:11][C:12]3[N:13]([N:14]=[C:15]([C:20]4[CH:25]=[CH:24][C:23]([O:26][C:27]5[CH:32]=[CH:31][CH:30]=[CH:29][CH:28]=5)=[CH:22][CH:21]=4)[C:16]=3[C:17]([NH2:19])=[O:18])[C:7]=2[CH2:6]1)(=[O:4])[CH:2]=C.[CH3:33][O-].[Na+].Cl.[CH3:37][NH:38][CH3:39]. (6) Given the product [F:13][C:10]1[CH:9]=[CH:8][C:7]([CH2:6][CH2:5][CH2:4][OH:3])=[CH:12][CH:11]=1, predict the reactants needed to synthesize it. The reactants are: C([O:3][C:4](=O)[CH2:5][CH2:6][C:7]1[CH:12]=[CH:11][C:10]([F:13])=[CH:9][CH:8]=1)C.[H-].[H-].[H-].[H-].[Li+].[Al+3].